From a dataset of Forward reaction prediction with 1.9M reactions from USPTO patents (1976-2016). Predict the product of the given reaction. (1) Given the reactants [Cl:1][C:2]1[CH:32]=[CH:31][C:5]([CH2:6][N:7]2[C:11]3[CH:12]=[C:13]([N:17]4[CH2:22][CH2:21][NH:20][CH2:19][CH2:18]4)[C:14]([F:16])=[CH:15][C:10]=3[N:9]=[C:8]2[CH2:23][O:24][C:25]2[CH:30]=[CH:29][CH:28]=[CH:27][CH:26]=2)=[CH:4][CH:3]=1.[C:33](Cl)(=[O:37])[CH2:34][CH2:35][CH3:36], predict the reaction product. The product is: [Cl:1][C:2]1[CH:32]=[CH:31][C:5]([CH2:6][N:7]2[C:11]3[CH:12]=[C:13]([N:17]4[CH2:22][CH2:21][N:20]([C:33](=[O:37])[CH2:34][CH2:35][CH3:36])[CH2:19][CH2:18]4)[C:14]([F:16])=[CH:15][C:10]=3[N:9]=[C:8]2[CH2:23][O:24][C:25]2[CH:30]=[CH:29][CH:28]=[CH:27][CH:26]=2)=[CH:4][CH:3]=1. (2) Given the reactants Br[CH2:2][C:3]1[CH:4]=[CH:5][C:6]([C:9]2[CH:14]=[CH:13][C:12]([N+:15]([O-:17])=[O:16])=[CH:11][C:10]=2[C:18]([F:21])([F:20])[F:19])=[N:7][CH:8]=1.[F:22][C:23]1[C:28]([F:29])=[CH:27][CH:26]=[CH:25][C:24]=1[C:30]1[N:38]=[C:33]2[CH:34]=[N:35][NH:36][CH:37]=[C:32]2[N:31]=1, predict the reaction product. The product is: [F:22][C:23]1[C:28]([F:29])=[CH:27][CH:26]=[CH:25][C:24]=1[C:30]1[N:38]=[C:33]2[CH:34]=[N:35][N:36]([CH2:2][C:3]3[CH:8]=[N:7][C:6]([C:9]4[CH:14]=[CH:13][C:12]([N+:15]([O-:17])=[O:16])=[CH:11][C:10]=4[C:18]([F:21])([F:20])[F:19])=[CH:5][CH:4]=3)[CH:37]=[C:32]2[N:31]=1.